From a dataset of Full USPTO retrosynthesis dataset with 1.9M reactions from patents (1976-2016). Predict the reactants needed to synthesize the given product. Given the product [F:1][C:2]1[CH:14]=[CH:13][C:5]2[C:6]([CH3:12])=[C:7]([C:9]([N:28]([CH3:27])[O:29][CH3:30])=[O:10])[S:8][C:4]=2[CH:3]=1, predict the reactants needed to synthesize it. The reactants are: [F:1][C:2]1[CH:14]=[CH:13][C:5]2[C:6]([CH3:12])=[C:7]([C:9](O)=[O:10])[S:8][C:4]=2[CH:3]=1.C(N1C=CN=C1)(N1C=CN=C1)=O.[CH3:27][NH:28][O:29][CH3:30].